This data is from Catalyst prediction with 721,799 reactions and 888 catalyst types from USPTO. The task is: Predict which catalyst facilitates the given reaction. (1) Reactant: [N+]([C:4]1[CH:5]=[C:6]2[C:12]([C:13](O)=O)=C[NH:10][C:7]2=N[CH:9]=1)([O-])=O.C[N:17](C(ON1N=NC2C=CC=CC1=2)=[N+](C)C)C.[B-](F)(F)(F)F.CCN(C(C)C)C(C)C.N1C2C(=CC=CN=2)C=C1. Product: [NH:17]1[C:12]2[C:6](=[CH:5][CH:4]=[CH:9][CH:13]=2)[CH:7]=[N:10]1. The catalyst class is: 3. (2) Reactant: [Cl:1][C:2]1[CH:3]=[C:4]([C:8]2[CH:13]=[CH:12][C:11]([CH2:14][C@@H:15]([NH:24][C:25](=[O:31])[CH2:26][CH2:27][C:28]([OH:30])=[O:29])[CH2:16][C:17]([NH:19][S:20]([CH3:23])(=[O:22])=[O:21])=[O:18])=[CH:10][CH:9]=2)[CH:5]=[CH:6][CH:7]=1.S(Cl)(Cl)=O. Product: [CH2:3]([O:29][C:28](=[O:30])[CH2:27][CH2:26][C:25]([NH:24][C@H:15]([CH2:14][C:11]1[CH:10]=[CH:9][C:8]([C:4]2[CH:5]=[CH:6][CH:7]=[C:2]([Cl:1])[CH:3]=2)=[CH:13][CH:12]=1)[CH2:16][C:17]([NH:19][S:20]([CH3:23])(=[O:22])=[O:21])=[O:18])=[O:31])[CH2:2][CH2:7][CH3:6]. The catalyst class is: 51. (3) Reactant: C1(O[C:8](=[O:47])[NH:9][C:10]2[C:19]3[C:14](=[CH:15][CH:16]=[CH:17][CH:18]=3)[C:13]([O:20][C:21]3[CH:26]=[CH:25][N:24]=[C:23]([NH:27][C:28]4[CH:33]=[C:32]([O:34][CH2:35][CH2:36][O:37][CH2:38][CH2:39][O:40][CH2:41][CH2:42][O:43][CH3:44])[CH:31]=[C:30]([O:45][CH3:46])[CH:29]=4)[N:22]=3)=[CH:12][CH:11]=2)C=CC=CC=1.[C:48]([C:52]1[CH:53]=[C:54]([NH2:62])[C:55]2[O:59][C:58]([CH3:60])=[N:57][C:56]=2[CH:61]=1)([CH3:51])([CH3:50])[CH3:49]. Product: [C:48]([C:52]1[CH:53]=[C:54]([NH:62][C:8]([NH:9][C:10]2[C:19]3[C:14](=[CH:15][CH:16]=[CH:17][CH:18]=3)[C:13]([O:20][C:21]3[CH:26]=[CH:25][N:24]=[C:23]([NH:27][C:28]4[CH:33]=[C:32]([O:34][CH2:35][CH2:36][O:37][CH2:38][CH2:39][O:40][CH2:41][CH2:42][O:43][CH3:44])[CH:31]=[C:30]([O:45][CH3:46])[CH:29]=4)[N:22]=3)=[CH:12][CH:11]=2)=[O:47])[C:55]2[O:59][C:58]([CH3:60])=[N:57][C:56]=2[CH:61]=1)([CH3:51])([CH3:49])[CH3:50]. The catalyst class is: 1.